Dataset: Full USPTO retrosynthesis dataset with 1.9M reactions from patents (1976-2016). Task: Predict the reactants needed to synthesize the given product. Given the product [CH3:1][S:2][CH2:3][CH2:4][CH:5]([O:8][CH2:9][CH2:10][O:11][Si:12]([CH3:13])([CH3:15])[CH3:14])[C:6]([NH2:16])=[NH:7], predict the reactants needed to synthesize it. The reactants are: [CH3:1][S:2][CH2:3][CH2:4][CH:5]([O:8][CH2:9][CH2:10][O:11][Si:12]([CH3:15])([CH3:14])[CH3:13])[C:6]#[N:7].[NH3:16].